Dataset: Peptide-MHC class I binding affinity with 185,985 pairs from IEDB/IMGT. Task: Regression. Given a peptide amino acid sequence and an MHC pseudo amino acid sequence, predict their binding affinity value. This is MHC class I binding data. (1) The peptide sequence is YPLHEQYGM. The MHC is HLA-A68:02 with pseudo-sequence HLA-A68:02. The binding affinity (normalized) is 0. (2) The peptide sequence is PFVVSTGYHF. The MHC is HLA-A26:01 with pseudo-sequence HLA-A26:01. The binding affinity (normalized) is 0.364. (3) The peptide sequence is RQFPTMFEF. The MHC is Mamu-B52 with pseudo-sequence Mamu-B52. The binding affinity (normalized) is 0.598. (4) The peptide sequence is LLTACTIFYI. The MHC is HLA-A68:02 with pseudo-sequence HLA-A68:02. The binding affinity (normalized) is 0.498. (5) The peptide sequence is AETGSQGVYM. The MHC is HLA-B40:01 with pseudo-sequence HLA-B40:01. The binding affinity (normalized) is 0.259. (6) The peptide sequence is YTGAMTSKF. The MHC is HLA-B58:01 with pseudo-sequence HLA-B58:01. The binding affinity (normalized) is 0.380. (7) The peptide sequence is AEIRASANLA. The MHC is HLA-B18:01 with pseudo-sequence HLA-B18:01. The binding affinity (normalized) is 0.168.